Predict the reaction yield, written as a fraction of the theoretical maximum amount of product (1.0 means a 100% yield; for example, 0.34 means a 34% yield). From a dataset of Reaction yield outcomes from USPTO patents with 853,638 reactions. (1) The reactants are [C:1]([CH:4]([C:13]([O:15][CH2:16][CH3:17])=[O:14])[CH2:5][CH:6]=[CH:7][C:8]([O:10][CH2:11][CH3:12])=[O:9])(=[O:3])[CH3:2].[CH3:18][O:19][C:20]1[CH:25]=[CH:24][CH:23]=[CH:22][C:21]=1/[CH:26]=[CH:27]/[N+:28]([O-:30])=[O:29]. The catalyst is C(OCC)C. The product is [CH2:11]([O:10][C:8]([CH2:7][C@@H:6]1[CH2:5][C@@:4]([C:1](=[O:3])[CH3:2])([C:13]([O:15][CH2:16][CH3:17])=[O:14])[C@@H:26]([C:21]2[CH:22]=[CH:23][CH:24]=[CH:25][C:20]=2[O:19][CH3:18])[C@@H:27]1[N+:28]([O-:30])=[O:29])=[O:9])[CH3:12]. The yield is 0.810. (2) The reactants are CN(C1C=CC=CN=1)C.[C:10](OC(OC(C)(C)C)=O)(OC(C)(C)C)=[O:11].[CH3:25][O:26][C:27]([C:29]1([NH2:35])[CH2:34][CH2:33][CH2:32][CH2:31][CH2:30]1)=[O:28].C(N(CC)CC)C.[CH2:43]([OH:49])[C:44]1[O:48][CH:47]=[CH:46][CH:45]=1. The catalyst is C1(C)C=CC=CC=1. The product is [CH3:25][O:26][C:27]([C:29]1([NH:35][C:10]([O:49][CH2:43][C:44]2[O:48][CH:47]=[CH:46][CH:45]=2)=[O:11])[CH2:30][CH2:31][CH2:32][CH2:33][CH2:34]1)=[O:28]. The yield is 0.880.